Dataset: Drug-target binding data from BindingDB using IC50 measurements. Task: Regression. Given a target protein amino acid sequence and a drug SMILES string, predict the binding affinity score between them. We predict pIC50 (pIC50 = -log10(IC50 in M); higher means more potent). Dataset: bindingdb_ic50. (1) The small molecule is Cc1cc(N=NCc2ccccc2[N+](=O)[O-])c2cc3c(cc2n1)OCO3. The target protein sequence is MMLNKKVVALCTLTLHLFCIFLCLGKEVRSEENGKIQDDAKKIVSELRFLEKVEDVIEKSNIGGNEVDADENSFNPDTEVPIEEIEEIKMRELKDVKEEKNKNDNHNNNNNNNNISSSSSSSSNTFGEEKEEVSKKKKKLRLIVSENHATTPSFFQESLLEPDVLSFLESKGNLSNLKNINSMIIELKEDTTDDELISYIKILEEKGALIESDKLVSADNIDISGIKDAIRRGEENIDVNDYKSMLEVENDAEDYDKMFGMFNESHAATSKRKRHSTNERGYDTFSSPSYKTYSKSDYLYDDDNNNNNYYYSHSSNGHNSSSRNSSSSRSRPGKYHFNDEFRNLQWGLDLSRLDETQELINEHQVMSTRICVIDSGIDYNHPDLKDNIELNLKELHGRKGFDDDNNGIVDDIYGANFVNNSGNPMDDNYHGTHVSGIISAIGNNNIGVVGVDVNSKLIICKALDEHKLGRLGDMFKCLDYCISRNAHMINGSFSFDEYSG.... The pIC50 is 4.4. (2) The target protein sequence is MDYNMDYAPHEVISHQGERFVDKYVDRKILKNKKSLLVIISLSVLSVVGFILFYFTPNFRKSDLFKNSSVENNNDDYIINSLLKSPNGKKFIVSKIDEALSFYDSKKNDINKYNEGNNNNNADFKGLSLFKENTPSNNFIHNKDYFINFFDNKFLMNNAEHINQFYMFIKTNNKQYNSPNEMKERFQVFLQNAHKVNMHNNNKNSLYKKELNRFADLTYHEFKNKYLSLRSSKPLKNSKYLLDQMNYEEVIKKYRGEENFDHAAYDWRLHSGVTPVKDQKNCGSCWAFSSIGSVESQYAIRKNKLITLSEQELVDCSFKNYGCNGGLINNAFEDMIELGGICPDGDYPYVSDAPNLCNIDRCTEKYGIKNYLSVPDNKLKEALRFLGPISISVAVSDDFAFYKEGIFDGECGDELNHAVMLVGFGMKEIVNPLTKKGEKHYYYIIKNSWGQQWGERGFINIETDESGLMRKCGLGTDAFIPLIE. The pIC50 is 4.5. The compound is CC(=O)OCC(=O)[C@H](CCc1ccccc1)NC(=O)C1(NC(=O)OCc2ccccc2)CCSCC1.